Task: Predict which catalyst facilitates the given reaction.. Dataset: Catalyst prediction with 721,799 reactions and 888 catalyst types from USPTO (1) Reactant: [Cl:1][C:2]1[C:7]2[N:8]=[C:9]([C:11]3[CH:16]=[CH:15][C:14]([OH:17])=[CH:13][CH:12]=3)[O:10][C:6]=2[CH:5]=[C:4]([O:18]C)[CH:3]=1.B(Br)(Br)Br. Product: [Cl:1][C:2]1[C:7]2[N:8]=[C:9]([C:11]3[CH:12]=[CH:13][C:14]([OH:17])=[CH:15][CH:16]=3)[O:10][C:6]=2[CH:5]=[C:4]([OH:18])[CH:3]=1. The catalyst class is: 4. (2) Reactant: [NH2:1][C:2]1[C:11]2[C:6](=[C:7]([C:12]3[CH:13]=[C:14]([CH:18]=[CH:19][CH:20]=3)[C:15]([OH:17])=O)[CH:8]=[CH:9][CH:10]=2)[N:5]=[N:4][C:3]=1[C:21](=[O:26])[NH:22][CH2:23][CH2:24][CH3:25].[NH:27]1[CH2:30][CH2:29][CH2:28]1.CN1CCOCC1.ON1C2C=CC=CC=2N=N1.Cl.CN(C)CCCN=C=NCC. Product: [NH2:1][C:2]1[C:11]2[C:6](=[C:7]([C:12]3[CH:20]=[CH:19][CH:18]=[C:14]([C:15]([N:27]4[CH2:30][CH2:29][CH2:28]4)=[O:17])[CH:13]=3)[CH:8]=[CH:9][CH:10]=2)[N:5]=[N:4][C:3]=1[C:21]([NH:22][CH2:23][CH2:24][CH3:25])=[O:26]. The catalyst class is: 18. (3) Reactant: C(O[C:6](=O)[N:7]([C@@H:9]([C:21](=[O:37])[N:22]([C@@H:24]([C:33](=[O:36])[NH:34][CH3:35])[CH2:25][C:26]1[CH:31]=[CH:30][CH:29]=[CH:28][C:27]=1[F:32])[CH3:23])[CH2:10][C:11]1[CH:20]=[CH:19][C:18]2[C:13](=[CH:14][CH:15]=[CH:16][CH:17]=2)[CH:12]=1)C)(C)(C)C.FC(F)(F)C(O)=O.C(=O)([O-])O.[Na+].C(=O)([O-])[O-].[Na+].[Na+].C(=O)([O-])O.[Na+]. Product: [F:32][C:27]1[CH:28]=[CH:29][CH:30]=[CH:31][C:26]=1[CH2:25][C@@H:24]([N:22]([CH3:23])[C:21](=[O:37])[C@H:9]([NH:7][CH3:6])[CH2:10][C:11]1[CH:20]=[CH:19][C:18]2[C:13](=[CH:14][CH:15]=[CH:16][CH:17]=2)[CH:12]=1)[C:33](=[O:36])[NH:34][CH3:35]. The catalyst class is: 2. (4) Reactant: [NH2:1][C:2]1[N:7]=[CH:6][N:5]=[C:4]2[N:8]([C@@H:25]3[CH2:30][CH2:29][CH2:28][N:27](C(OC(C)(C)C)=O)[CH2:26]3)[N:9]=[C:10]([C:11]3[CH:16]=[CH:15][C:14]([O:17][C:18]4[CH:23]=[CH:22][CH:21]=[CH:20][C:19]=4[F:24])=[CH:13][CH:12]=3)[C:3]=12.FC(F)(F)C(O)=O. Product: [F:24][C:19]1[CH:20]=[CH:21][CH:22]=[CH:23][C:18]=1[O:17][C:14]1[CH:13]=[CH:12][C:11]([C:10]2[C:3]3[C:4](=[N:5][CH:6]=[N:7][C:2]=3[NH2:1])[N:8]([C@@H:25]3[CH2:30][CH2:29][CH2:28][NH:27][CH2:26]3)[N:9]=2)=[CH:16][CH:15]=1. The catalyst class is: 4. (5) Reactant: CO[C:3]([C:5]1([N:13]([C:17](=[O:28])[CH2:18][C:19]2[C:24]([CH3:25])=[CH:23][C:22]([CH3:26])=[CH:21][C:20]=2[CH3:27])[N:14]([CH3:16])[CH3:15])[CH2:10][CH2:9][N:8]([O:11][CH3:12])[CH2:7][CH2:6]1)=[O:4].CC(C)([O-])C.[K+].O.Cl. Product: [CH3:15][N:14]([CH3:16])[N:13]1[C:5]2([CH2:6][CH2:7][N:8]([O:11][CH3:12])[CH2:9][CH2:10]2)[C:3](=[O:4])[CH:18]([C:19]2[C:24]([CH3:25])=[CH:23][C:22]([CH3:26])=[CH:21][C:20]=2[CH3:27])[C:17]1=[O:28]. The catalyst class is: 9.